This data is from Experimentally validated miRNA-target interactions with 360,000+ pairs, plus equal number of negative samples. The task is: Binary Classification. Given a miRNA mature sequence and a target amino acid sequence, predict their likelihood of interaction. The miRNA is hsa-miR-19b-3p with sequence UGUGCAAAUCCAUGCAAAACUGA. The protein sequence of the target gene is MSASVVSVISRFLEEYLSSTPQRLKLLDAYLLYILLTGALQFGYCLLVGTFPFNSFLSGFISCVGSFILAVCLRIQINPQNKADFQGISPERAFADFLFASTILHLVVMNFVG. Result: 1 (interaction).